Dataset: Forward reaction prediction with 1.9M reactions from USPTO patents (1976-2016). Task: Predict the product of the given reaction. Given the reactants C([O:8][C:9]1[CH:10]=[C:11]2[C:16](=[CH:17][CH:18]=1)[C:15](=[O:19])[N:14]([CH2:20][CH:21]([CH3:23])[CH3:22])[C:13]([CH2:24][NH:25][C:26](=[O:32])[O:27][C:28]([CH3:31])([CH3:30])[CH3:29])=[C:12]2[C:33]1[CH:38]=[CH:37][CH:36]=[CH:35][CH:34]=1)C1C=CC=CC=1, predict the reaction product. The product is: [OH:8][C:9]1[CH:10]=[C:11]2[C:16](=[CH:17][CH:18]=1)[C:15](=[O:19])[N:14]([CH2:20][CH:21]([CH3:23])[CH3:22])[C:13]([CH2:24][NH:25][C:26](=[O:32])[O:27][C:28]([CH3:31])([CH3:29])[CH3:30])=[C:12]2[C:33]1[CH:34]=[CH:35][CH:36]=[CH:37][CH:38]=1.